From a dataset of Full USPTO retrosynthesis dataset with 1.9M reactions from patents (1976-2016). Predict the reactants needed to synthesize the given product. The reactants are: [CH3:1][P:2]([CH3:10])[C:3]1[CH:8]=[CH:7][C:6]([CH3:9])=[CH:5][CH:4]=1.[OH:11]O. Given the product [CH3:1][P:2]([CH3:10])([C:3]1[CH:8]=[CH:7][C:6]([CH3:9])=[CH:5][CH:4]=1)=[O:11], predict the reactants needed to synthesize it.